Task: Predict the reactants needed to synthesize the given product.. Dataset: Full USPTO retrosynthesis dataset with 1.9M reactions from patents (1976-2016) (1) Given the product [C:25]([NH:24][C:21]1[CH:22]=[CH:23][C:18]([C:17]([NH:16][N:15]=[C:7]2[C:8]3[C:13](=[CH:12][CH:11]=[C:10]([I:14])[CH:9]=3)[N:5]([CH2:4][C:3]([OH:34])=[O:2])[C:6]2=[O:33])=[O:32])=[CH:19][CH:20]=1)(=[O:31])[CH2:26][CH2:27][CH2:28][CH2:29][CH3:30], predict the reactants needed to synthesize it. The reactants are: C[O:2][C:3](=[O:34])[CH2:4][N:5]1[C:13]2[C:8](=[CH:9][C:10]([I:14])=[CH:11][CH:12]=2)[C:7](=[N:15][NH:16][C:17](=[O:32])[C:18]2[CH:23]=[CH:22][C:21]([NH:24][C:25](=[O:31])[CH2:26][CH2:27][CH2:28][CH2:29][CH3:30])=[CH:20][CH:19]=2)[C:6]1=[O:33].[OH-].[Na+]. (2) Given the product [Br:15][CH2:13][C:12]([C:3]1[C:2]([Cl:1])=[CH:7][C:6]([C:8]([F:11])([F:9])[F:10])=[CH:5][N:4]=1)=[O:14], predict the reactants needed to synthesize it. The reactants are: [Cl:1][C:2]1[C:3]([C:12](=[O:14])[CH3:13])=[N:4][CH:5]=[C:6]([C:8]([F:11])([F:10])[F:9])[CH:7]=1.[Br-:15].[Br-].[Br-].C1([N+](C)(C)C)C=CC=CC=1.C1([N+](C)(C)C)C=CC=CC=1.C1([N+](C)(C)C)C=CC=CC=1.